Dataset: Reaction yield outcomes from USPTO patents with 853,638 reactions. Task: Predict the reaction yield, written as a fraction of the theoretical maximum amount of product (1.0 means a 100% yield; for example, 0.34 means a 34% yield). (1) The reactants are [H-].[Na+].[CH2:3]([CH:6]([C:12]([O:14][CH2:15][CH3:16])=[O:13])[C:7]([O:9][CH2:10][CH3:11])=[O:8])[CH:4]=[CH2:5].Cl[CH2:18][C:19]([CH3:21])=[CH2:20]. The catalyst is C1COCC1. The product is [CH2:3]([C:6]([CH2:20][C:19]([CH3:21])=[CH2:18])([C:12]([O:14][CH2:15][CH3:16])=[O:13])[C:7]([O:9][CH2:10][CH3:11])=[O:8])[CH:4]=[CH2:5]. The yield is 0.860. (2) The reactants are [CH3:1][O:2][C:3](=[O:33])[CH:4]([NH:25][C:26]([O:28][C:29]([CH3:32])([CH3:31])[CH3:30])=[O:27])[CH2:5][C:6]1[CH:11]=[CH:10][C:9]([O:12][CH2:13][C:14]2[CH:19]=[CH:18][CH:17]=[CH:16][CH:15]=2)=[CH:8][C:7]=1[CH2:20][O:21]C(=O)C.C(=O)([O-])[O-].[K+].[K+]. The catalyst is CO.ClCCl. The product is [CH3:1][O:2][C:3](=[O:33])[CH:4]([NH:25][C:26]([O:28][C:29]([CH3:31])([CH3:30])[CH3:32])=[O:27])[CH2:5][C:6]1[CH:11]=[CH:10][C:9]([O:12][CH2:13][C:14]2[CH:19]=[CH:18][CH:17]=[CH:16][CH:15]=2)=[CH:8][C:7]=1[CH2:20][OH:21]. The yield is 1.00. (3) The reactants are [O:1]=[C:2]1[C@@H:8]2[C@@H:4]([CH2:5][CH2:6][NH:7]2)[N:3]1[S:9]([OH:12])(=[O:11])=[O:10].O=C1CCC(=O)N1[O:20][C:21]([NH:23][C@H:24]1[CH2:30][CH2:29][CH2:28][N:27]([C:31]([O:33][CH2:34][C:35]2[CH:40]=[CH:39][CH:38]=[CH:37][CH:36]=2)=[O:32])[CH2:26][CH2:25]1)=O.C(=O)(O)[O-].[Na+]. The catalyst is C(#N)C.O. The product is [CH2:34]([O:33][C:31]([N:27]1[CH2:28][CH2:29][CH2:30][C@H:24]([NH:23][C:21]([N:7]2[CH2:6][CH2:5][C@@H:4]3[C@H:8]2[C:2](=[O:1])[N:3]3[S:9]([OH:12])(=[O:11])=[O:10])=[O:20])[CH2:25][CH2:26]1)=[O:32])[C:35]1[CH:40]=[CH:39][CH:38]=[CH:37][CH:36]=1. The yield is 0.760. (4) The reactants are [CH3:1]C(C)([O-])C.[K+].[CH:7]([O:10][C:11]1[C:16]([CH:17]=O)=[CH:15][CH:14]=[CH:13][C:12]=1[C:19]1[CH:24]=[CH:23][CH:22]=[CH:21][CH:20]=1)([CH3:9])[CH3:8].[Cl-].[NH4+]. The catalyst is C(OCC)C. The product is [CH:7]([O:10][C:11]1[C:16]([CH:17]=[CH2:1])=[CH:15][CH:14]=[CH:13][C:12]=1[C:19]1[CH:24]=[CH:23][CH:22]=[CH:21][CH:20]=1)([CH3:9])[CH3:8]. The yield is 0.890.